From a dataset of Full USPTO retrosynthesis dataset with 1.9M reactions from patents (1976-2016). Predict the reactants needed to synthesize the given product. (1) Given the product [CH2:1]([O:5][CH:6]([CH2:14][C:15]1[CH:16]=[CH:17][C:18]([OH:21])=[CH:19][CH:20]=1)[C:7]([OH:9])=[O:8])[CH2:2][CH2:3][CH3:4].[CH2:1]([O:5][C@H:6]([CH2:14][C:15]1[CH:16]=[CH:17][C:18]([OH:21])=[CH:19][CH:20]=1)[C:7]([O:9][CH2:10][CH2:11][CH2:12][CH3:13])=[O:8])[CH2:2][CH2:3][CH3:4], predict the reactants needed to synthesize it. The reactants are: [CH2:1]([O:5][CH:6]([CH2:14][C:15]1[CH:20]=[CH:19][C:18]([OH:21])=[CH:17][CH:16]=1)[C:7]([O:9][CH2:10][CH2:11][CH2:12][CH3:13])=[O:8])[CH2:2][CH2:3][CH3:4].CC(C)=O. (2) Given the product [C:1]([C:5]1[CH:18]=[CH:17][CH:16]=[CH:15][C:6]=1[O:7][C:8]1[CH:13]=[CH:12][CH:11]=[CH:10][C:9]=1[N:14]=[C:19]=[S:20])([CH3:4])([CH3:2])[CH3:3], predict the reactants needed to synthesize it. The reactants are: [C:1]([C:5]1[CH:18]=[CH:17][CH:16]=[CH:15][C:6]=1[O:7][C:8]1[CH:13]=[CH:12][CH:11]=[CH:10][C:9]=1[NH2:14])([CH3:4])([CH3:3])[CH3:2].[C:19](C1NC=CN=1)(C1NC=CN=1)=[S:20]. (3) Given the product [Br:8][C:6]1[CH:7]=[C:2]([NH:1][CH:10]([CH3:12])[CH3:9])[CH:3]=[N:4][CH:5]=1, predict the reactants needed to synthesize it. The reactants are: [NH2:1][C:2]1[CH:3]=[N:4][CH:5]=[C:6]([Br:8])[CH:7]=1.[CH3:9][C:10]([CH3:12])=O.CC(O)=O.[BH3-]C#N.[Na+]. (4) Given the product [F:21][C@@H:19]1[CH2:20][N:16]([C:14](=[O:15])[CH2:13][NH:12][C:7]23[CH2:10][CH2:11][CH:4]([CH2:5][CH2:6]2)[CH2:9][CH:8]3[C:31]([O:33][CH2:25][CH2:26][CH2:27][CH2:28][CH2:29][OH:30])=[O:32])[C@H:17]([C:22]#[N:23])[CH2:18]1, predict the reactants needed to synthesize it. The reactants are: C([C:4]12[CH2:11][CH2:10][C:7]([NH:12][CH2:13][C:14]([N:16]3[CH2:20][C@@H:19]([F:21])[CH2:18][C@H:17]3[C:22]#[N:23])=[O:15])([CH2:8][CH2:9]1)[CH2:6][CH2:5]2)(O)=O.Br[CH2:25][CH2:26][CH2:27][CH2:28][CH2:29][OH:30].[C:31](=O)([O-:33])[O-:32].[K+].[K+]. (5) Given the product [CH:13]1([N:10]2[CH2:11][CH2:12][N:7]([C:3]3[CH:2]=[C:1]([C:28]([C:30]4[CH:35]=[CH:34][C:33]([F:36])=[CH:32][CH:31]=4)=[O:29])[CH:6]=[CH:5][CH:4]=3)[CH2:8][CH2:9]2)[CH2:14][CH2:15][CH2:16][CH2:17]1, predict the reactants needed to synthesize it. The reactants are: [C:1]1(C2C=CC=CC=2)[CH:6]=[CH:5][CH:4]=[C:3]([N:7]2[CH2:12][CH2:11][N:10]([CH:13]3[CH2:17][CH2:16][CH2:15][CH2:14]3)[CH2:9][CH2:8]2)[CH:2]=1.BrC1C=C(C=CC=1)[C:28]([C:30]1[CH:35]=[CH:34][C:33]([F:36])=[CH:32][CH:31]=1)=[O:29]. (6) Given the product [O:20]1[CH2:25][CH2:24][CH:23]([NH:26][C:11]([C:8]2[CH:7]=[CH:6][C:5]([C:3]([O:2][CH3:1])=[O:4])=[CH:10][N:9]=2)=[O:13])[CH2:22][CH2:21]1, predict the reactants needed to synthesize it. The reactants are: [CH3:1][O:2][C:3]([C:5]1[CH:6]=[CH:7][C:8]([C:11]([OH:13])=O)=[N:9][CH:10]=1)=[O:4].C(Cl)(=O)C(Cl)=O.[O:20]1[CH2:25][CH2:24][CH:23]([NH2:26])[CH2:22][CH2:21]1. (7) Given the product [Cl:1][C:2]1[CH:7]=[CH:6][C:5]([S:8]([N:11]([CH2:20][C:21]2[CH:22]=[CH:23][C:24]([C:27]([NH:35][OH:36])=[NH:28])=[CH:25][CH:26]=2)[CH:12]2[CH2:18][CH2:17][CH2:16][CH2:15][NH:14][C:13]2=[O:19])(=[O:9])=[O:10])=[CH:4][CH:3]=1, predict the reactants needed to synthesize it. The reactants are: [Cl:1][C:2]1[CH:7]=[CH:6][C:5]([S:8]([N:11]([CH2:20][C:21]2[CH:26]=[CH:25][C:24]([C:27]#[N:28])=[CH:23][CH:22]=2)[CH:12]2[CH2:18][CH2:17][CH2:16][CH2:15][NH:14][C:13]2=[O:19])(=[O:10])=[O:9])=[CH:4][CH:3]=1.C(=O)(O)[O-].[Na+].Cl.[NH2:35][OH:36]. (8) Given the product [Br:12][C:13]1[CH:17]=[C:16]([CH2:18][NH:11][C:8]23[CH2:10][CH:4]4[CH2:5][CH:6]([CH2:1][CH:2]([CH2:3]4)[CH2:9]2)[CH2:7]3)[O:15][N:14]=1, predict the reactants needed to synthesize it. The reactants are: [CH2:1]1[CH:6]2[CH2:7][C:8]3([NH2:11])[CH2:10][CH:4]([CH2:5]2)[CH2:3][CH:2]1[CH2:9]3.[Br:12][C:13]1[CH:17]=[C:16]([CH2:18]Cl)[O:15][N:14]=1.